Dataset: Reaction yield outcomes from USPTO patents with 853,638 reactions. Task: Predict the reaction yield, written as a fraction of the theoretical maximum amount of product (1.0 means a 100% yield; for example, 0.34 means a 34% yield). The reactants are Cl[CH2:2][C:3]1[CH:4]=[CH:5][C:6]([Cl:9])=[N:7][CH:8]=1.[CH3:10][S-:11].[Na+]. The catalyst is C(O)C. The product is [Cl:9][C:6]1[CH:5]=[CH:4][C:3]([CH2:2][S:11][CH3:10])=[CH:8][N:7]=1. The yield is 0.940.